Dataset: Forward reaction prediction with 1.9M reactions from USPTO patents (1976-2016). Task: Predict the product of the given reaction. (1) Given the reactants FC(F)(F)C([NH:5][CH2:6][CH2:7][CH2:8][C:9]1[CH:14]=[CH:13][C:12]([S:15]([C:18]2[CH:23]=[CH:22][CH:21]=[C:20]([O:24][CH3:25])[CH:19]=2)(=[O:17])=[O:16])=[CH:11][CH:10]=1)=O.[OH-].[Na+], predict the reaction product. The product is: [CH3:25][O:24][C:20]1[CH:19]=[C:18]([S:15]([C:12]2[CH:11]=[CH:10][C:9]([CH2:8][CH2:7][CH2:6][NH2:5])=[CH:14][CH:13]=2)(=[O:16])=[O:17])[CH:23]=[CH:22][CH:21]=1. (2) Given the reactants C([O:3][C:4](=[O:17])[CH2:5][C:6]1[C:14]2[C:9](=[CH:10][CH:11]=[C:12]([F:15])[CH:13]=2)[NH:8][C:7]=1[CH3:16])C.[OH-].[K+], predict the reaction product. The product is: [F:15][C:12]1[CH:13]=[C:14]2[C:9](=[CH:10][CH:11]=1)[NH:8][C:7]([CH3:16])=[C:6]2[CH2:5][C:4]([OH:17])=[O:3].